Predict the product of the given reaction. From a dataset of Forward reaction prediction with 1.9M reactions from USPTO patents (1976-2016). (1) Given the reactants Cl.[CH2:2]([N:9]1[CH2:14][CH2:13][C:12]2([CH2:23][C:22](=O)[C:21]3[C:16](=[CH:17][CH:18]=[C:19](/[CH:25]=[CH:26]/[C:27]([NH:29][OH:30])=[O:28])[CH:20]=3)[O:15]2)[CH2:11][CH2:10]1)[C:3]1[CH:8]=[CH:7][CH:6]=[CH:5][CH:4]=1.[NH2:31][O:32][CH2:33][C:34]1[CH:39]=[CH:38][CH:37]=[CH:36][CH:35]=1.N1C=CC=CC=1, predict the reaction product. The product is: [CH2:2]([N:9]1[CH2:14][CH2:13][C:12]2([CH2:23][C:22](=[N:31][O:32][CH2:33][C:34]3[CH:39]=[CH:38][CH:37]=[CH:36][CH:35]=3)[C:21]3[C:16](=[CH:17][CH:18]=[C:19](/[CH:25]=[CH:26]/[C:27]([NH:29][OH:30])=[O:28])[CH:20]=3)[O:15]2)[CH2:11][CH2:10]1)[C:3]1[CH:8]=[CH:7][CH:6]=[CH:5][CH:4]=1. (2) Given the reactants [C:1]([C:4]1[CH:9]=[CH:8][C:7]([N:10]2[C:14](=[O:15])[NH:13][NH:12][C:11]2=[O:16])=[CH:6][CH:5]=1)(=O)[CH3:2].Cl.[CH2:18]([O:21][NH2:22])[C:19]#[CH:20].Cl.O1CCOCC1, predict the reaction product. The product is: [CH2:18]([O:21]/[N:22]=[C:1](/[C:4]1[CH:9]=[CH:8][C:7]([N:10]2[C:14](=[O:15])[NH:13][NH:12][C:11]2=[O:16])=[CH:6][CH:5]=1)\[CH3:2])[C:19]#[CH:20]. (3) Given the reactants [N:1]1[CH:6]=[CH:5][CH:4]=[C:3]([CH:7]([C:21]2[CH:22]=[N:23][CH:24]=[CH:25][CH:26]=2)[N:8]2[CH2:13][CH2:12][N:11](C(OC(C)(C)C)=O)[CH2:10][CH2:9]2)[CH:2]=1.CN1CCOCC1.[Si](I)(C)(C)C, predict the reaction product. The product is: [N:1]1[CH:6]=[CH:5][CH:4]=[C:3]([CH:7]([C:21]2[CH:22]=[N:23][CH:24]=[CH:25][CH:26]=2)[N:8]2[CH2:13][CH2:12][NH:11][CH2:10][CH2:9]2)[CH:2]=1. (4) Given the reactants [C:1]([C:3]1[C:4]([NH:34][CH2:35][CH2:36][O:37][CH3:38])=[CH:5][C:6]([NH:9][C:10]([N:12]2[C:21]3[C:16](=[CH:17][C:18]([N:27]4[CH2:31][CH2:30][CH:29]([CH3:32])[C:28]4=[O:33])=[C:19]([CH:22](OC)[O:23]C)[N:20]=3)[CH2:15][CH2:14][CH2:13]2)=[O:11])=[N:7][CH:8]=1)#[N:2].Cl, predict the reaction product. The product is: [C:1]([C:3]1[C:4]([NH:34][CH2:35][CH2:36][O:37][CH3:38])=[CH:5][C:6]([NH:9][C:10]([N:12]2[C:21]3[C:16](=[CH:17][C:18]([N:27]4[CH2:31][CH2:30][CH:29]([CH3:32])[C:28]4=[O:33])=[C:19]([CH:22]=[O:23])[N:20]=3)[CH2:15][CH2:14][CH2:13]2)=[O:11])=[N:7][CH:8]=1)#[N:2]. (5) Given the reactants [C:1]([OH:13])(=[O:12])[CH2:2][C:3]([CH2:8][C:9]([OH:11])=[O:10])([C:5]([OH:7])=[O:6])[OH:4].[CH2:14]([C:21]1([OH:44])[CH2:26][CH2:25][N:24]([CH2:27][CH2:28][NH:29][C:30]([NH:32][C:33]2[C:42]3[C:37](=[CH:38][CH:39]=[CH:40][CH:41]=3)[N:36]=[C:35]([CH3:43])[CH:34]=2)=[O:31])[CH2:23][CH2:22]1)[C:15]1[CH:20]=[CH:19][CH:18]=[CH:17][CH:16]=1, predict the reaction product. The product is: [C:1]([OH:13])(=[O:12])[CH2:2][C:3]([CH2:8][C:9]([OH:11])=[O:10])([C:5]([OH:7])=[O:6])[OH:4].[CH2:14]([C:21]1([OH:44])[CH2:22][CH2:23][N:24]([CH2:27][CH2:28][NH:29][C:30]([NH:32][C:33]2[C:42]3[C:37](=[CH:38][CH:39]=[CH:40][CH:41]=3)[N:36]=[C:35]([CH3:43])[CH:34]=2)=[O:31])[CH2:25][CH2:26]1)[C:15]1[CH:20]=[CH:19][CH:18]=[CH:17][CH:16]=1. (6) Given the reactants [Cl:1][C:2]1[N:7]=[C:6]([C:8](N(OC)C)=[O:9])[CH:5]=[CH:4][N:3]=1.[CH3:14][Mg]Cl, predict the reaction product. The product is: [Cl:1][C:2]1[N:7]=[C:6]([C:8](=[O:9])[CH3:14])[CH:5]=[CH:4][N:3]=1.